Predict the reaction yield, written as a fraction of the theoretical maximum amount of product (1.0 means a 100% yield; for example, 0.34 means a 34% yield). From a dataset of Reaction yield outcomes from USPTO patents with 853,638 reactions. (1) The reactants are [Cl:1][C:2]1[C:11]2[C:6](=[CH:7][C:8]([OH:14])=[C:9]([O:12][CH3:13])[CH:10]=2)[N:5]=[CH:4][CH:3]=1.[CH2:15]([O:22][C:23]([NH:25][C:26]1([CH2:29]O)[CH2:28][CH2:27]1)=[O:24])[C:16]1[CH:21]=[CH:20][CH:19]=[CH:18][CH:17]=1.C1(P(C2C=CC=CC=2)C2C=CC=CC=2)C=CC=CC=1.CCOC(/N=N/C(OCC)=O)=O. The catalyst is C(Cl)Cl. The product is [Cl:1][C:2]1[C:11]2[C:6](=[CH:7][C:8]([O:14][CH2:29][C:26]3([NH:25][C:23]([O:22][CH2:15][C:16]4[CH:21]=[CH:20][CH:19]=[CH:18][CH:17]=4)=[O:24])[CH2:27][CH2:28]3)=[C:9]([O:12][CH3:13])[CH:10]=2)[N:5]=[CH:4][CH:3]=1. The yield is 0.460. (2) The reactants are Br[C:2]1[CH:3]=[CH:4][C:5]([C:13]([OH:15])=[O:14])=[N:6][C:7]=1[O:8][CH2:9][CH:10]1[CH2:12][CH2:11]1.[C:16]1(B2OC(C)(C)C(C)(C)O2)[CH2:20][CH2:19][CH2:18][CH:17]=1.C(=O)([O-])[O-].[Na+].[Na+].CN(C=O)C. The catalyst is O.C(Cl)Cl.[Pd](Cl)Cl.C1(P(C2C=CC=CC=2)[C-]2C=CC=C2)C=CC=CC=1.[C-]1(P(C2C=CC=CC=2)C2C=CC=CC=2)C=CC=C1.[Fe+2]. The product is [C:16]1([C:2]2[CH:3]=[CH:4][C:5]([C:13]([OH:15])=[O:14])=[N:6][C:7]=2[O:8][CH2:9][CH:10]2[CH2:12][CH2:11]2)[CH2:20][CH2:19][CH2:18][CH:17]=1. The yield is 0.890. (3) The reactants are [NH2:1][C:2]1[C:6]([C:7]([OH:9])=[O:8])=[CH:5][NH:4][N:3]=1.CN([CH:13]=[C:14]([CH:17]=O)[CH:15]=[O:16])C. The catalyst is Cl. The product is [CH:15]([C:14]1[CH:13]=[N:1][C:2]2[N:3]([N:4]=[CH:5][C:6]=2[C:7]([OH:9])=[O:8])[CH:17]=1)=[O:16]. The yield is 0.500. (4) The catalyst is CN(C=O)C.C1C=CC([P]([Pd]([P](C2C=CC=CC=2)(C2C=CC=CC=2)C2C=CC=CC=2)([P](C2C=CC=CC=2)(C2C=CC=CC=2)C2C=CC=CC=2)[P](C2C=CC=CC=2)(C2C=CC=CC=2)C2C=CC=CC=2)(C2C=CC=CC=2)C2C=CC=CC=2)=CC=1. The yield is 0.610. The product is [CH2:32]([O:31][C:29]([C:2]1[N:7]=[C:6]2[N:8]([CH2:11][C:12]3[C:13]([F:23])=[C:14]4[C:19](=[CH:20][C:21]=3[F:22])[N:18]=[CH:17][CH:16]=[CH:15]4)[N:9]=[N:10][C:5]2=[N:4][CH:3]=1)=[CH2:30])[CH3:33]. The reactants are Br[C:2]1[N:7]=[C:6]2[N:8]([CH2:11][C:12]3[C:13]([F:23])=[C:14]4[C:19](=[CH:20][C:21]=3[F:22])[N:18]=[CH:17][CH:16]=[CH:15]4)[N:9]=[N:10][C:5]2=[N:4][CH:3]=1.C([Sn](CCCC)(CCCC)[C:29]([O:31][CH2:32][CH3:33])=[CH2:30])CCC. (5) The reactants are [CH2:1]([N:3]1[C:7](=[NH:8])/[C:6](=[CH:9]\[C:10]2[CH:15]=[CH:14][C:13]([OH:16])=[C:12]([O:17][CH3:18])[CH:11]=2)/[N:5]([CH3:19])[C:4]1=[O:20])[CH3:2].C(=O)([O-])[O-].[Li+].[Li+].F[C:28]1[CH:35]=[CH:34][C:31]([C:32]#[N:33])=[CH:30][C:29]=1[C:36]([F:39])([F:38])[F:37].O. The catalyst is CS(C)=O. The product is [CH2:1]([N:3]1[C:7](=[NH:8])/[C:6](=[CH:9]\[C:10]2[CH:15]=[CH:14][C:13]([O:16][C:28]3[CH:35]=[CH:34][C:31]([C:32]#[N:33])=[CH:30][C:29]=3[C:36]([F:37])([F:39])[F:38])=[C:12]([O:17][CH3:18])[CH:11]=2)/[N:5]([CH3:19])[C:4]1=[O:20])[CH3:2]. The yield is 0.640.